From a dataset of Full USPTO retrosynthesis dataset with 1.9M reactions from patents (1976-2016). Predict the reactants needed to synthesize the given product. (1) Given the product [Br:1][C:2]1[CH:7]=[C:6]([F:8])[CH:5]=[CH:4][C:3]=1[CH:9]1[N:10]=[C:11]([C:22]2[N:26]=[CH:25][N:24]([CH2:27][C:28]([O:30][CH2:31][CH3:32])=[O:29])[N:23]=2)[NH:12][C:13]([CH2:20][N:34]2[CH2:39][CH2:38][O:37][CH:36]([C:40]([OH:42])=[O:41])[CH2:35]2)=[C:14]1[C:15]([O:17][CH2:18][CH3:19])=[O:16], predict the reactants needed to synthesize it. The reactants are: [Br:1][C:2]1[CH:7]=[C:6]([F:8])[CH:5]=[CH:4][C:3]=1[CH:9]1[C:14]([C:15]([O:17][CH2:18][CH3:19])=[O:16])=[C:13]([CH2:20]Br)[NH:12][C:11]([C:22]2[N:26]=[CH:25][N:24]([CH2:27][C:28]([O:30][CH2:31][CH3:32])=[O:29])[N:23]=2)=[N:10]1.Cl.[NH:34]1[CH2:39][CH2:38][O:37][CH:36]([C:40]([OH:42])=[O:41])[CH2:35]1. (2) Given the product [NH2:8][CH2:9][CH2:10][CH2:11][CH2:12][C@H:13]([NH:21][C:22]([NH:24][C@@H:25]1[CH2:39][C:38]2=[CH:37][CH:36]=[C:35]([CH:41]=[CH:40]2)[NH:34][C:33](=[O:42])[CH2:32][CH2:31][O:30][CH2:29][C@H:28]([CH:43]([CH3:44])[CH3:45])[NH:27][C:26]1=[O:46])=[O:23])[C:14]([OH:16])=[O:15], predict the reactants needed to synthesize it. The reactants are: C(OC([NH:8][CH2:9][CH2:10][CH2:11][CH2:12][C@H:13]([NH:21][C:22]([NH:24][C@@H:25]1[CH2:39][C:38]2=[CH:40][CH:41]=[C:35]([CH:36]=[CH:37]2)[NH:34][C:33](=[O:42])[CH2:32][CH2:31][O:30][CH2:29][C@H:28]([CH:43]([CH3:45])[CH3:44])[NH:27][C:26]1=[O:46])=[O:23])[C:14]([O:16]C(C)(C)C)=[O:15])=O)(C)(C)C.O.C([SiH](C(C)C)C(C)C)(C)C. (3) The reactants are: [NH2:1][C:2]1[C:10]([CH3:11])=[C:9]([O:12][CH3:13])[CH:8]=[CH:7][C:3]=1[C:4]([NH2:6])=[O:5].C(N)(=O)C1C=CC=CC=1.Cl.[C:24](Cl)(=O)[C:25]1[CH:30]=[CH:29][N:28]=[CH:27][CH:26]=1. Given the product [CH3:13][O:12][C:9]1[C:10]([CH3:11])=[C:2]2[C:3]([C:4]([OH:5])=[N:6][C:24]([C:25]3[CH:30]=[CH:29][N:28]=[CH:27][CH:26]=3)=[N:1]2)=[CH:7][CH:8]=1, predict the reactants needed to synthesize it. (4) Given the product [CH2:40]([NH:39][C:37](=[O:38])[C:36]1[CH:42]=[CH:43][C:33]([C:9]2[CH:30]=[CH:29][C:12]([O:13][CH:14]3[CH2:17][N:16]([CH2:18][C:19]4[CH:24]=[CH:23][C:22]([C:25]([F:26])([F:28])[F:27])=[CH:21][CH:20]=4)[CH2:15]3)=[CH:11][CH:10]=2)=[N:34][CH:35]=1)[CH3:41], predict the reactants needed to synthesize it. The reactants are: CC1(C)C(C)(C)OB([C:9]2[CH:30]=[CH:29][C:12]([O:13][CH:14]3[CH2:17][N:16]([CH2:18][C:19]4[CH:24]=[CH:23][C:22]([C:25]([F:28])([F:27])[F:26])=[CH:21][CH:20]=4)[CH2:15]3)=[CH:11][CH:10]=2)O1.Br[C:33]1[CH:43]=[CH:42][C:36]([C:37]([NH:39][CH2:40][CH3:41])=[O:38])=[CH:35][N:34]=1. (5) Given the product [N:40]1[CH:39]=[CH:38][C:37]([C:23]2[N:22]=[C:21]([N:20]3[C:10]4[CH:11]=[C:12]([O:15][C:16]([F:19])([F:17])[F:18])[CH:13]=[CH:14][C:9]=4[N:8]=[CH:1]3)[N:29]=[C:28]3[C:24]=2[NH:25][C:26](=[O:36])[N:27]3[CH:30]2[CH2:35][CH2:34][O:33][CH2:32][CH2:31]2)=[CH:42][CH:41]=1, predict the reactants needed to synthesize it. The reactants are: [C:1](O)(C(F)(F)F)=O.[NH2:8][C:9]1[CH:14]=[CH:13][C:12]([O:15][C:16]([F:19])([F:18])[F:17])=[CH:11][C:10]=1[NH:20][C:21]1[N:29]=[C:28]2[C:24]([NH:25][C:26](=[O:36])[N:27]2[CH:30]2[CH2:35][CH2:34][O:33][CH2:32][CH2:31]2)=[C:23]([C:37]2[CH:42]=[CH:41][N:40]=[CH:39][CH:38]=2)[N:22]=1.